The task is: Regression. Given a peptide amino acid sequence and an MHC pseudo amino acid sequence, predict their binding affinity value. This is MHC class II binding data.. This data is from Peptide-MHC class II binding affinity with 134,281 pairs from IEDB. (1) The peptide sequence is SEFENDEHIILYLVN. The MHC is DRB1_0401 with pseudo-sequence DRB1_0401. The binding affinity (normalized) is 0.239. (2) The peptide sequence is FIFFFLFNI. The MHC is DRB1_0404 with pseudo-sequence DRB1_0404. The binding affinity (normalized) is 0. (3) The peptide sequence is ETGRSEDNLAEICFD. The MHC is DRB1_0101 with pseudo-sequence DRB1_0101. The binding affinity (normalized) is 0.172.